Dataset: NCI-60 drug combinations with 297,098 pairs across 59 cell lines. Task: Regression. Given two drug SMILES strings and cell line genomic features, predict the synergy score measuring deviation from expected non-interaction effect. (1) Drug 1: CN(CC1=CN=C2C(=N1)C(=NC(=N2)N)N)C3=CC=C(C=C3)C(=O)NC(CCC(=O)O)C(=O)O. Drug 2: B(C(CC(C)C)NC(=O)C(CC1=CC=CC=C1)NC(=O)C2=NC=CN=C2)(O)O. Cell line: NCI-H460. Synergy scores: CSS=71.4, Synergy_ZIP=1.64, Synergy_Bliss=0.115, Synergy_Loewe=-3.79, Synergy_HSA=1.39. (2) Drug 1: CCC1=C2CN3C(=CC4=C(C3=O)COC(=O)C4(CC)O)C2=NC5=C1C=C(C=C5)O. Drug 2: C1C(C(OC1N2C=NC(=NC2=O)N)CO)O. Cell line: SK-MEL-5. Synergy scores: CSS=22.7, Synergy_ZIP=-5.25, Synergy_Bliss=1.14, Synergy_Loewe=-15.6, Synergy_HSA=0.109. (3) Drug 1: CC1C(C(=O)NC(C(=O)N2CCCC2C(=O)N(CC(=O)N(C(C(=O)O1)C(C)C)C)C)C(C)C)NC(=O)C3=C4C(=C(C=C3)C)OC5=C(C(=O)C(=C(C5=N4)C(=O)NC6C(OC(=O)C(N(C(=O)CN(C(=O)C7CCCN7C(=O)C(NC6=O)C(C)C)C)C)C(C)C)C)N)C. Drug 2: C1=CC=C(C(=C1)C(C2=CC=C(C=C2)Cl)C(Cl)Cl)Cl. Cell line: SF-268. Synergy scores: CSS=19.3, Synergy_ZIP=-0.785, Synergy_Bliss=-0.314, Synergy_Loewe=-88.7, Synergy_HSA=-0.976. (4) Drug 1: CC1C(C(CC(O1)OC2CC(OC(C2O)C)OC3=CC4=CC5=C(C(=O)C(C(C5)C(C(=O)C(C(C)O)O)OC)OC6CC(C(C(O6)C)O)OC7CC(C(C(O7)C)O)OC8CC(C(C(O8)C)O)(C)O)C(=C4C(=C3C)O)O)O)O. Drug 2: CC(C)NC(=O)C1=CC=C(C=C1)CNNC.Cl. Cell line: EKVX. Synergy scores: CSS=26.9, Synergy_ZIP=0.932, Synergy_Bliss=0.748, Synergy_Loewe=-28.3, Synergy_HSA=0.642. (5) Drug 1: CS(=O)(=O)CCNCC1=CC=C(O1)C2=CC3=C(C=C2)N=CN=C3NC4=CC(=C(C=C4)OCC5=CC(=CC=C5)F)Cl. Drug 2: C(CCl)NC(=O)N(CCCl)N=O. Cell line: A498. Synergy scores: CSS=16.6, Synergy_ZIP=-0.735, Synergy_Bliss=4.37, Synergy_Loewe=-8.77, Synergy_HSA=4.22. (6) Cell line: TK-10. Drug 2: CCC(=C(C1=CC=CC=C1)C2=CC=C(C=C2)OCCN(C)C)C3=CC=CC=C3.C(C(=O)O)C(CC(=O)O)(C(=O)O)O. Drug 1: C1CCC(CC1)NC(=O)N(CCCl)N=O. Synergy scores: CSS=2.80, Synergy_ZIP=-0.716, Synergy_Bliss=0.256, Synergy_Loewe=-0.113, Synergy_HSA=-0.0674. (7) Drug 1: C1=NC2=C(N1)C(=S)N=C(N2)N. Drug 2: CCCS(=O)(=O)NC1=C(C(=C(C=C1)F)C(=O)C2=CNC3=C2C=C(C=N3)C4=CC=C(C=C4)Cl)F. Cell line: MOLT-4. Synergy scores: CSS=29.7, Synergy_ZIP=-7.90, Synergy_Bliss=-13.3, Synergy_Loewe=-33.8, Synergy_HSA=-14.3. (8) Drug 1: C1C(C(OC1N2C=NC3=C2NC=NCC3O)CO)O. Drug 2: N.N.Cl[Pt+2]Cl. Cell line: COLO 205. Synergy scores: CSS=33.3, Synergy_ZIP=-7.44, Synergy_Bliss=-1.12, Synergy_Loewe=5.38, Synergy_HSA=3.33. (9) Drug 1: C1CC(=O)NC(=O)C1N2CC3=C(C2=O)C=CC=C3N. Drug 2: COCCOC1=C(C=C2C(=C1)C(=NC=N2)NC3=CC=CC(=C3)C#C)OCCOC.Cl. Cell line: NCI-H522. Synergy scores: CSS=32.7, Synergy_ZIP=-6.36, Synergy_Bliss=0.996, Synergy_Loewe=-16.1, Synergy_HSA=3.09.